Dataset: Retrosynthesis with 50K atom-mapped reactions and 10 reaction types from USPTO. Task: Predict the reactants needed to synthesize the given product. (1) Given the product O=C(O)CCC1(Br)CC1(Br)Br, predict the reactants needed to synthesize it. The reactants are: CCOC(=O)CCC1(Br)CC1(Br)Br. (2) Given the product CC(C)(C)OC(=O)CCc1cccc(Br)c1, predict the reactants needed to synthesize it. The reactants are: CC(C)(C)OC(=O)C=Cc1cccc(Br)c1. (3) Given the product Cc1oc(-c2ccccc2)nc1CCNCC(=O)N1CCC[C@H]1C#N, predict the reactants needed to synthesize it. The reactants are: Cc1oc(-c2ccccc2)nc1CC[NH3+].N#C[C@@H]1CCCN1C(=O)CCl. (4) Given the product Cc1ccc(C)n1Cc1ccc(-c2ccccc2-c2nnn[nH]2)cc1, predict the reactants needed to synthesize it. The reactants are: CC(=O)CCC(C)=O.NCc1ccc(-c2ccccc2-c2nnn[nH]2)cc1. (5) The reactants are: CCc1nc2c(C)cc(C)nn2c1C(O)c1ccc(O)cc1. Given the product CCc1nc2c(C)cc(C)nn2c1Cc1ccc(O)cc1, predict the reactants needed to synthesize it.